Dataset: Reaction yield outcomes from USPTO patents with 853,638 reactions. Task: Predict the reaction yield, written as a fraction of the theoretical maximum amount of product (1.0 means a 100% yield; for example, 0.34 means a 34% yield). The reactants are Br[C:2]1[CH:10]=[C:9]([N+:11]([O-])=O)[C:8]([O:14][CH3:15])=[C:7]2[C:3]=1[CH2:4][CH2:5][C:6]2=[CH:16][C:17]#[N:18].C(N(CC)CC)C. The catalyst is C(OCC)(=O)C.[C].[Pd]. The product is [NH2:11][C:9]1[C:8]([O:14][CH3:15])=[C:7]2[C:3]([CH2:4][CH2:5][C:6]2=[CH:16][C:17]#[N:18])=[CH:2][CH:10]=1. The yield is 1.00.